Dataset: hERG potassium channel inhibition data for cardiac toxicity prediction from Karim et al.. Task: Regression/Classification. Given a drug SMILES string, predict its toxicity properties. Task type varies by dataset: regression for continuous values (e.g., LD50, hERG inhibition percentage) or binary classification for toxic/non-toxic outcomes (e.g., AMES mutagenicity, cardiotoxicity, hepatotoxicity). Dataset: herg_karim. (1) The molecule is O=C(O)C(=O)Nc1cccc(-c2nn[nH]n2)c1. The result is 0 (non-blocker). (2) The compound is CCCNS(=O)(=O)c1cc(C(=O)N2CCC(CCN3C4CCC3CC(n3c(C)nc5ccccc53)C4)(c3cccc(F)c3)CC2)c(Cl)cc1F. The result is 1 (blocker). (3) The drug is COc1ncc(-c2cccc3c2CC(NC(=O)c2ccc(OCC(F)(F)F)nc2)CO3)cn1. The result is 1 (blocker). (4) The drug is C[C@@H](CO)OC[C@H](Oc1ncnc2c1cnn2-c1ncccc1Cl)C(=O)Nc1ccc(C#N)cn1. The result is 0 (non-blocker). (5) The molecule is Cc1nc2ccccc2n1C1CC2CCC(C1)N2CCC1(c2cccc(F)c2)CCN(C(=O)c2cc(S(N)(=O)=O)ccc2Cl)CC1. The result is 0 (non-blocker). (6) The drug is CN1CCN(c2cnc3cc(C(F)(F)F)cc(NCc4cccc([N+](=O)[O-])c4)c3c2)CC1. The result is 1 (blocker). (7) The molecule is COc1nccc2c(=O)n(C)c(-c3ccc(OC4CCN(C5CCC5)CC4)cc3)nc12. The result is 0 (non-blocker). (8) The drug is C[C@H]1CN(CC(=O)Nc2ccc3c(c2)Cc2cccc(-c4cc(=O)cc(N5CCOCC5)o4)c2S3)C[C@@H](C)O1. The result is 0 (non-blocker). (9) The drug is N#Cc1cc(CC(=O)N2CCN(CCc3ccc4c(c3)COC4=O)CC2)ccc1-n1cnnn1. The result is 1 (blocker).